From a dataset of Full USPTO retrosynthesis dataset with 1.9M reactions from patents (1976-2016). Predict the reactants needed to synthesize the given product. (1) The reactants are: [Br:1][CH2:2][C:3]1[C:15]2[C:14](=[O:16])[C:13]3[C:8](=[CH:9][CH:10]=[CH:11][C:12]=3[CH2:17]Br)[C:7]=2[CH:6]=[CH:5][CH:4]=1.[NH2:19][C:20]([NH2:22])=[S:21]. Given the product [BrH:1].[BrH:1].[C:20]([S:21][CH2:2][C:3]1[C:15]2[C:14](=[O:16])[C:13]3[C:8](=[CH:9][CH:10]=[CH:11][C:12]=3[CH2:17][S:21][C:20](=[NH:19])[NH2:22])[C:7]=2[CH:6]=[CH:5][CH:4]=1)(=[NH:22])[NH2:19], predict the reactants needed to synthesize it. (2) Given the product [CH3:21][CH:20]([S:17]([NH:16][C@H:12]1[CH2:13][CH2:14][CH2:15][C@H:11]1[C:8]1[CH:9]=[CH:10][C:5]([NH:4][CH2:3][CH2:2][NH:1][S:44]([CH3:41])(=[O:46])=[O:45])=[CH:6][CH:7]=1)(=[O:19])=[O:18])[CH3:22], predict the reactants needed to synthesize it. The reactants are: [NH2:1][CH2:2][CH2:3][N:4](CC1C=CC=CC=1)[C:5]1[CH:10]=[CH:9][C:8]([C@H:11]2[CH2:15][CH2:14][CH2:13][C@H:12]2[NH:16][S:17]([CH:20]([CH3:22])[CH3:21])(=[O:19])=[O:18])=[CH:7][CH:6]=1.C1CCN2C(=NCCC2)CC1.[CH:41]([S:44](Cl)(=[O:46])=[O:45])(C)C. (3) Given the product [F:11][C:12]1[CH:17]=[CH:16][C:15]([S:18]([NH:10][C:7]2[CH:6]=[CH:5][C:4]([CH:1]([CH3:3])[CH3:2])=[CH:9][N:8]=2)(=[O:20])=[O:19])=[CH:14][CH:13]=1, predict the reactants needed to synthesize it. The reactants are: [CH:1]([C:4]1[CH:5]=[CH:6][C:7]([NH2:10])=[N:8][CH:9]=1)([CH3:3])[CH3:2].[F:11][C:12]1[CH:17]=[CH:16][C:15]([S:18](Cl)(=[O:20])=[O:19])=[CH:14][CH:13]=1. (4) Given the product [CH3:8][C:6]1([CH3:7])[C:2]([CH3:16])([CH3:1])[O:3][B:4]([C:9]2[CH:14]=[CH:13][C:12]([NH:15][S:23]([C:17]3[CH:22]=[CH:21][CH:20]=[CH:19][CH:18]=3)(=[O:25])=[O:24])=[CH:11][CH:10]=2)[O:5]1, predict the reactants needed to synthesize it. The reactants are: [CH3:1][C:2]1([CH3:16])[C:6]([CH3:8])([CH3:7])[O:5][B:4]([C:9]2[CH:14]=[CH:13][C:12]([NH2:15])=[CH:11][CH:10]=2)[O:3]1.[C:17]1([S:23](Cl)(=[O:25])=[O:24])[CH:22]=[CH:21][CH:20]=[CH:19][CH:18]=1. (5) Given the product [ClH:27].[Cl:27][CH2:11][C:4]1[C:5]2[C:10](=[CH:9][CH:8]=[CH:7][CH:6]=2)[N:1]=[CH:2][CH:3]=1, predict the reactants needed to synthesize it. The reactants are: [N:1]1[C:10]2[C:5](=[CH:6][CH:7]=[CH:8][CH:9]=2)[C:4]([CH2:11]O)=[CH:3][CH:2]=1.N1C2C(=CC=CC=2)C=C(CO)C=1.O=S(Cl)[Cl:27]. (6) Given the product [CH3:15][S:16]([O:2][C@H:3]1[CH2:7][CH2:6][N:5]([S:16]([CH3:15])(=[O:18])=[O:17])[CH2:4]1)(=[O:18])=[O:17], predict the reactants needed to synthesize it. The reactants are: Cl.[OH:2][C@H:3]1[CH2:7][CH2:6][NH:5][CH2:4]1.C(N(CC)CC)C.[CH3:15][S:16](Cl)(=[O:18])=[O:17].C(O)(=O)CC(CC(O)=O)(C(O)=O)O. (7) Given the product [Cl:11][C:12]1[NH:20][C:19]2[C:18](=[O:21])[N:17]([CH2:22][CH2:23][CH2:24][CH2:25][C:26]3[N:27]=[C:6]([C:5]4[CH:4]=[CH:3][C:2]([OH:1])=[CH:10][CH:9]=4)[O:8][N:29]=3)[C:16](=[O:31])[N:15]([CH2:32][CH2:33][CH3:34])[C:14]=2[N:13]=1, predict the reactants needed to synthesize it. The reactants are: [OH:1][C:2]1[CH:10]=[CH:9][C:5]([C:6]([OH:8])=O)=[CH:4][CH:3]=1.[Cl:11][C:12]1[NH:20][C:19]2[C:18](=[O:21])[N:17]([CH2:22][CH2:23][CH2:24][CH2:25]/[C:26](=[N:29]/[H])/[NH:27]O)[C:16](=[O:31])[N:15]([CH2:32][CH2:33][CH3:34])[C:14]=2[N:13]=1.ClC1NC2C(=O)N(CCCC/C(=N/[H])/NO)C(=O)N(CCCCC)C=2N=1.